Task: Predict which catalyst facilitates the given reaction.. Dataset: Catalyst prediction with 721,799 reactions and 888 catalyst types from USPTO (1) Reactant: [C:1]([O:13][CH3:14])(=[O:12])[CH2:2][CH2:3][CH2:4][CH2:5][CH2:6][CH2:7][CH2:8][C:9]([O-:11])=O.N1C2C=CC=CC=2N=N1.S(Cl)(Cl)=O.[C:28]([O:32][C:33](=[O:53])[NH:34][C@:35]1([C:40]([NH:42][S:43]([C:46]2[CH:51]=[CH:50][CH:49]=[CH:48][C:47]=2[NH2:52])(=[O:45])=[O:44])=[O:41])[CH2:37][C@H:36]1[CH:38]=[CH2:39])([CH3:31])([CH3:30])[CH3:29].CCN(CC)CC. The catalyst class is: 64. Product: [CH3:14][O:13][C:1](=[O:12])[CH2:2][CH2:3][CH2:4][CH2:5][CH2:6][CH2:7][CH2:8][C:9](=[O:11])[NH:52][C:47]1[CH:48]=[CH:49][CH:50]=[CH:51][C:46]=1[S:43](=[O:44])(=[O:45])[NH:42][C:40]([C@@:35]1([NH:34][C:33]([O:32][C:28]([CH3:30])([CH3:29])[CH3:31])=[O:53])[CH2:37][C@H:36]1[CH:38]=[CH2:39])=[O:41]. (2) Reactant: [C:1]([C:3]1[CH:8]=[CH:7][C:6]([CH:9]([O:34][C:35](=[O:37])[CH3:36])[C:10]2[N:11]=[CH:12][N:13](C(C3C=CC=CC=3)(C3C=CC=CC=3)C3C=CC=CC=3)[CH:14]=2)=[CH:5][C:4]=1[F:38])#[N:2].S(OC)(O[CH3:43])(=O)=O. Product: [C:1]([C:3]1[CH:8]=[CH:7][C:6]([CH:9]([O:34][C:35](=[O:37])[CH3:36])[C:10]2[N:11]([CH3:43])[CH:12]=[N:13][CH:14]=2)=[CH:5][C:4]=1[F:38])#[N:2]. The catalyst class is: 25. (3) Reactant: [CH3:1][CH:2]([C:17]1[CH:22]=[CH:21][C:20]([CH2:23][O:24][CH2:25][CH2:26][O:27][CH2:28][CH2:29][O:30][CH2:31][CH2:32][O:33][CH2:34][CH2:35][O:36]C2CCCCO2)=[CH:19][CH:18]=1)[CH2:3][CH2:4][CH2:5][CH2:6][CH2:7][CH2:8][CH2:9][CH2:10][CH2:11][CH2:12][CH2:13][CH2:14][CH2:15][CH3:16].CC1C=CC(S(O)(=O)=O)=CC=1.O. Product: [CH3:1][CH:2]([C:17]1[CH:18]=[CH:19][C:20]([CH2:23][O:24][CH2:25][CH2:26][O:27][CH2:28][CH2:29][O:30][CH2:31][CH2:32][O:33][CH2:34][CH2:35][OH:36])=[CH:21][CH:22]=1)[CH2:3][CH2:4][CH2:5][CH2:6][CH2:7][CH2:8][CH2:9][CH2:10][CH2:11][CH2:12][CH2:13][CH2:14][CH2:15][CH3:16]. The catalyst class is: 5. (4) Reactant: [H-].[Na+].[Cl:3][C:4]([Cl:8])([Cl:7])[CH2:5][OH:6].Cl[C:10]1[CH:15]=[C:14](Cl)[N:13]=[CH:12][N:11]=1.[CH2:17]([OH:21])[C:18]#[C:19][CH3:20].[Cl-].[NH4+]. Product: [CH2:17]([O:21][C:10]1[CH:15]=[C:14]([O:6][CH2:5][C:4]([Cl:8])([Cl:7])[Cl:3])[N:13]=[CH:12][N:11]=1)[C:18]#[C:19][CH3:20]. The catalyst class is: 7. (5) Reactant: [CH3:1][O:2][C:3]1[CH:8]=[CH:7][C:6]([C:9]2[CH:17]=[CH:16][CH:15]=[C:14]3[C:10]=2[CH2:11][C:12](=[O:18])[NH:13]3)=[CH:5][CH:4]=1.[N:19]1([CH2:24][CH2:25][NH:26][C:27]([C:29]2[CH:33]=[C:32]([CH3:34])[NH:31][C:30]=2[CH:35]=O)=[O:28])[CH2:23][CH2:22][CH2:21][CH2:20]1. Product: [N:19]1([CH2:24][CH2:25][NH:26][C:27]([C:29]2[CH:33]=[C:32]([CH3:34])[NH:31][C:30]=2[CH:35]=[C:11]2[C:10]3[C:14](=[CH:15][CH:16]=[CH:17][C:9]=3[C:6]3[CH:7]=[CH:8][C:3]([O:2][CH3:1])=[CH:4][CH:5]=3)[NH:13][C:12]2=[O:18])=[O:28])[CH2:23][CH2:22][CH2:21][CH2:20]1. The catalyst class is: 360.